From a dataset of Full USPTO retrosynthesis dataset with 1.9M reactions from patents (1976-2016). Predict the reactants needed to synthesize the given product. Given the product [O:14]([C:11]1[CH:12]=[C:13]([CH2:32][CH2:31][CH2:33][N:28]2[CH2:29][CH2:30][CH:25]([C:18]3[C:19]4[CH:24]=[CH:23][CH:22]=[CH:21][C:20]=4[O:16][N:17]=3)[CH2:26][CH2:27]2)[C:8]2[N:7]=[N:6][NH:5][C:9]=2[CH:10]=1)[CH3:15], predict the reactants needed to synthesize it. The reactants are: ClCCC[N:5]1[C:9]2[CH:10]=[C:11]([O:14][CH3:15])[CH:12]=[CH:13][C:8]=2[N:7]=[N:6]1.[O:16]1[C:20]2[CH:21]=[CH:22][CH:23]=[CH:24][C:19]=2[C:18]([CH:25]2[CH2:30][CH2:29][NH:28][CH2:27][CH2:26]2)=[N:17]1.[CH:31](N(C(C)C)CC)([CH3:33])[CH3:32].[I-].[K+].